Dataset: Full USPTO retrosynthesis dataset with 1.9M reactions from patents (1976-2016). Task: Predict the reactants needed to synthesize the given product. (1) Given the product [N:38]1([CH2:2][CH2:3][CH2:4][O:5][C:6]2[CH:11]=[CH:10][C:9]([C:12]3([C:18]#[N:19])[CH2:17][CH2:16][O:15][CH2:14][CH2:13]3)=[CH:8][CH:7]=2)[CH2:37][CH2:31][CH2:32]1, predict the reactants needed to synthesize it. The reactants are: Cl[CH2:2][CH2:3][CH2:4][O:5][C:6]1[CH:11]=[CH:10][C:9]([C:12]2([C:18]#[N:19])[CH2:17][CH2:16][O:15][CH2:14][CH2:13]2)=[CH:8][CH:7]=1.BrCCCOC1C=CC([C:31]2([C:37]#[N:38])CCOC[CH2:32]2)=CC=1.C([O-])([O-])=O.[K+].[K+].Cl.N1CCC1. (2) Given the product [F:19][C:16]1[CH:17]=[CH:18][C:13]([C:5]2[O:6][C:7]([C:8]3[CH:12]=[CH:11][S:10][CH:9]=3)=[C:3]([NH:27][S:21]([CH3:20])(=[O:23])=[O:22])[N:4]=2)=[CH:14][CH:15]=1, predict the reactants needed to synthesize it. The reactants are: NC[C:3]1[N:4]=[C:5]([C:13]2[CH:18]=[CH:17][C:16]([F:19])=[CH:15][CH:14]=2)[O:6][C:7]=1[C:8]1[CH:12]=[CH:11][S:10][CH:9]=1.[CH3:20][S:21](Cl)(=[O:23])=[O:22].C([N:27](CC)CC)C.[Cl-].[NH4+]. (3) Given the product [N:1]1([C:7]2[CH:14]=[CH:13][C:12]([N+:15]([O-:17])=[O:16])=[CH:11][C:8]=2[CH2:9][OH:10])[CH2:6][CH2:5][O:4][CH2:3][CH2:2]1, predict the reactants needed to synthesize it. The reactants are: [N:1]1([C:7]2[CH:14]=[CH:13][C:12]([N+:15]([O-:17])=[O:16])=[CH:11][C:8]=2[CH:9]=[O:10])[CH2:6][CH2:5][O:4][CH2:3][CH2:2]1.[BH4-].[Na+]. (4) Given the product [F:25][C:19]1[CH:20]=[C:21]([NH:24][C:36]([C:32]2[C:31](=[O:39])[N:30]([CH3:29])[CH:35]=[CH:34][CH:33]=2)=[O:37])[CH:22]=[CH:23][C:18]=1[O:17][C:16]1[CH:15]=[CH:14][N:13]=[C:12]2[NH:8][N:9]=[C:10]([CH3:26])[C:11]=12, predict the reactants needed to synthesize it. The reactants are: COC1C=CC(C[N:8]2[C:12]3=[N:13][CH:14]=[CH:15][C:16]([O:17][C:18]4[CH:23]=[CH:22][C:21]([NH2:24])=[CH:20][C:19]=4[F:25])=[C:11]3[C:10]([CH3:26])=[N:9]2)=CC=1.[CH3:29][N:30]1[CH:35]=[CH:34][CH:33]=[C:32]([C:36](O)=[O:37])[C:31]1=[O:39]. (5) Given the product [C:1]1([CH2:11][NH:12][C:30]([NH:32][C:33]2[CH:41]=[CH:40][CH:39]=[C:38]3[C:34]=2[CH:35]=[N:36][N:37]3[C:42]([O:44][CH3:45])=[O:43])=[O:29])[C:10]2[C:5](=[CH:6][CH:7]=[CH:8][CH:9]=2)[CH:4]=[CH:3][CH:2]=1, predict the reactants needed to synthesize it. The reactants are: [C:1]1([CH2:11][NH2:12])[C:10]2[C:5](=[CH:6][CH:7]=[CH:8][CH:9]=2)[CH:4]=[CH:3][CH:2]=1.C(N(C(C)C)CC)(C)C.O=C1CCC(=O)N1[O:29][C:30]([NH:32][C:33]1[CH:41]=[CH:40][CH:39]=[C:38]2[C:34]=1[CH:35]=[N:36][N:37]2[C:42]([O:44][CH3:45])=[O:43])=O. (6) Given the product [I:23][C:4]1[N:5]=[C:6]([CH3:21])[C:7]([O:8][C:9]2[CH:14]=[CH:13][N:12]=[C:11]([C:15]3[CH:16]=[N:17][N:18]([CH3:20])[CH:19]=3)[CH:10]=2)=[C:2]([CH3:1])[CH:3]=1, predict the reactants needed to synthesize it. The reactants are: [CH3:1][C:2]1[C:7]([O:8][C:9]2[CH:14]=[CH:13][N:12]=[C:11]([C:15]3[CH:16]=[N:17][N:18]([CH3:20])[CH:19]=3)[CH:10]=2)=[C:6]([CH3:21])[N:5]=[C:4](N)[CH:3]=1.[I:23]CI.C(ON=O)(C)(C)C.